This data is from Full USPTO retrosynthesis dataset with 1.9M reactions from patents (1976-2016). The task is: Predict the reactants needed to synthesize the given product. (1) Given the product [CH2:61]([O:60][C:58](=[O:59])/[CH:57]=[CH:56]/[C:14]1[C:15]([CH3:22])([CH3:21])[C@H:16]2[C@:11]([CH3:31])([CH2:12][CH:13]=1)[CH:10]1[C@:19]([CH3:20])([C@@:2]3([CH3:1])[C@H:7]([CH2:8][CH2:9]1)[C@H:6]1[C@H:32]([C:35]([CH3:37])=[CH2:36])[CH2:33][CH2:34][C@:5]1([C:64]([O:66][CH2:1][C:2]1[CH:7]=[CH:6][CH:5]=[CH:4][CH:3]=1)=[O:67])[CH2:4][CH2:3]3)[CH2:18][CH2:17]2)[CH3:62], predict the reactants needed to synthesize it. The reactants are: [CH3:1][C@:2]12[C@@:19]3([CH3:20])[CH:10]([C@:11]4([CH3:31])[C@@H:16]([CH2:17][CH2:18]3)[C:15]([CH3:22])([CH3:21])[C:14](OS(C(F)(F)F)(=O)=O)=[CH:13][CH2:12]4)[CH2:9][CH2:8][C@@H:7]1[C@H:6]1[C@H:32]([C:35]([CH3:37])=[CH2:36])[CH2:33][CH2:34][C@:5]1(C(OCC1C=CC=CC=1)=O)[CH2:4][CH2:3]2.CC1(C)C(C)(C)OB(/[CH:56]=[CH:57]/[C:58]([O:60][CH2:61][CH3:62])=[O:59])O1.[C:64](=[O:67])([O-:66])[O-].[Na+].[Na+]. (2) Given the product [NH2:1][C:4]1[CH:15]=[CH:14][C:7]2[CH2:8][CH2:9][CH2:10][CH2:11][C:12](=[O:13])[C:6]=2[CH:5]=1, predict the reactants needed to synthesize it. The reactants are: [N+:1]([C:4]1[CH:15]=[CH:14][C:7]2[CH2:8][CH2:9][CH2:10][CH2:11][C:12](=[O:13])[C:6]=2[CH:5]=1)([O-])=O.[OH-].[Na+].CCOC(C)=O.CCCCCC. (3) Given the product [C:27]([O:31][C:32](=[O:54])[N:33]([C:45]1[CH:50]=[CH:49][C:48]([CH:51]([C:12]2[C:13]3[C:14](=[N:15][CH:16]=[C:17]([O:19][CH3:20])[CH:18]=3)[N:10]([S:7]([C:1]3[CH:6]=[CH:5][CH:4]=[CH:3][CH:2]=3)(=[O:9])=[O:8])[CH:11]=2)[OH:52])=[C:47]([F:53])[N:46]=1)[CH2:34][C:35]1[CH:36]=[N:37][C:38]([C:41]([F:43])([F:42])[F:44])=[CH:39][CH:40]=1)([CH3:30])([CH3:28])[CH3:29], predict the reactants needed to synthesize it. The reactants are: [C:1]1([S:7]([N:10]2[C:14]3=[N:15][CH:16]=[C:17]([O:19][CH3:20])[CH:18]=[C:13]3[C:12](I)=[CH:11]2)(=[O:9])=[O:8])[CH:6]=[CH:5][CH:4]=[CH:3][CH:2]=1.C([Mg]Cl)(C)C.[C:27]([O:31][C:32](=[O:54])[N:33]([C:45]1[CH:50]=[CH:49][C:48]([CH:51]=[O:52])=[C:47]([F:53])[N:46]=1)[CH2:34][C:35]1[CH:36]=[N:37][C:38]([C:41]([F:44])([F:43])[F:42])=[CH:39][CH:40]=1)([CH3:30])([CH3:29])[CH3:28].[Cl-].[NH4+]. (4) Given the product [Cl:17][C:8]1[N:9]=[C:10]([N:11]2[CH2:16][CH2:15][O:14][CH2:13][CH2:12]2)[C:5]2[S:4][CH:3]=[C:2]([C:26]3[CH:25]=[CH:24][CH:23]=[C:22]([S:19]([CH3:18])(=[O:21])=[O:20])[CH:27]=3)[C:6]=2[N:7]=1, predict the reactants needed to synthesize it. The reactants are: Br[C:2]1[C:6]2[N:7]=[C:8]([Cl:17])[N:9]=[C:10]([N:11]3[CH2:16][CH2:15][O:14][CH2:13][CH2:12]3)[C:5]=2[S:4][CH:3]=1.[CH3:18][S:19]([C:22]1[CH:23]=[C:24](B2OC(C)(C)C(C)(C)O2)[CH:25]=[CH:26][CH:27]=1)(=[O:21])=[O:20]. (5) Given the product [Br:29][C:28]1[C:2]([NH:1][S:31]([CH3:30])(=[O:33])=[O:32])=[CH:3][C:4]2[O:8][C:7]([C:9]3[CH:10]=[N:11][C:12]([O:15][C:16]4[CH:17]=[CH:18][C:19]([F:22])=[CH:20][CH:21]=4)=[CH:13][CH:14]=3)=[C:6]([C:23]([NH:25][CH3:26])=[O:24])[C:5]=2[CH:27]=1, predict the reactants needed to synthesize it. The reactants are: [NH2:1][C:2]1[C:28]([Br:29])=[CH:27][C:5]2[C:6]([C:23]([NH:25][CH3:26])=[O:24])=[C:7]([C:9]3[CH:10]=[N:11][C:12]([O:15][C:16]4[CH:21]=[CH:20][C:19]([F:22])=[CH:18][CH:17]=4)=[CH:13][CH:14]=3)[O:8][C:4]=2[CH:3]=1.[CH3:30][S:31](Cl)(=[O:33])=[O:32]. (6) Given the product [CH2:18]([O:11][C:10](=[O:12])[CH2:9][CH2:8][C:6]1[CH:7]=[C:2]([CH3:1])[CH:3]=[CH:4][C:5]=1[N:13]1[CH:17]=[N:16][N:15]=[N:14]1)[CH3:19], predict the reactants needed to synthesize it. The reactants are: [CH3:1][C:2]1[CH:3]=[CH:4][C:5]([N:13]2[CH:17]=[N:16][N:15]=[N:14]2)=[C:6]([CH2:8][CH2:9][C:10]([OH:12])=[O:11])[CH:7]=1.[CH2:18](OC(OCC)C=C)[CH3:19].N(CCCC)(CCCC)CCCC.